Dataset: Full USPTO retrosynthesis dataset with 1.9M reactions from patents (1976-2016). Task: Predict the reactants needed to synthesize the given product. Given the product [C:19]([O:23][C:24]([NH:26][CH2:27][CH2:28][N:29]1[C:33]([C:34]([O:36][CH2:37][CH3:38])=[O:35])=[CH:32][C:31]([OH:39])=[N:30]1)=[O:25])([CH3:22])([CH3:21])[CH3:20], predict the reactants needed to synthesize it. The reactants are: [F-].C([N+](CCCC)(CCCC)CCCC)CCC.[C:19]([O:23][C:24]([NH:26][CH2:27][CH2:28][N:29]1[C:33]([C:34]([O:36][CH2:37][CH3:38])=[O:35])=[CH:32][C:31]([O:39][Si](C(C)(C)C)(C)C)=[N:30]1)=[O:25])([CH3:22])([CH3:21])[CH3:20].